From a dataset of Rat liver microsome stability data. Regression/Classification. Given a drug SMILES string, predict its absorption, distribution, metabolism, or excretion properties. Task type varies by dataset: regression for continuous measurements (e.g., permeability, clearance, half-life) or binary classification for categorical outcomes (e.g., BBB penetration, CYP inhibition). Dataset: rlm. The drug is O=C1COc2ccc(NC(=O)C3CCN(c4cccc(Cl)c4)CC3)cc2N1. The result is 1 (stable in rat liver microsomes).